Dataset: Forward reaction prediction with 1.9M reactions from USPTO patents (1976-2016). Task: Predict the product of the given reaction. (1) Given the reactants [CH2:1]([O:5][C:6]1[CH:7]=[C:8](/[CH:13]=[C:14](\[O:18][CH2:19][CH3:20])/[C:15]([OH:17])=[O:16])[CH:9]=[CH:10][C:11]=1I)[CH2:2][CH2:3][CH3:4].[CH3:21][N:22]([C:31]1[CH:32]=[C:33](B(O)O)[CH:34]=[CH:35][CH:36]=1)[C:23]([NH:25][CH2:26][CH2:27][CH2:28][CH2:29][CH3:30])=[O:24].C(=O)([O-])[O-].[K+].[K+].O, predict the reaction product. The product is: [CH2:1]([O:5][C:6]1[CH:7]=[C:8](/[CH:13]=[C:14](\[O:18][CH2:19][CH3:20])/[C:15]([OH:17])=[O:16])[CH:9]=[CH:10][C:11]=1[C:33]1[CH:34]=[CH:35][CH:36]=[C:31]([N:22]([CH3:21])[C:23]([NH:25][CH2:26][CH2:27][CH2:28][CH2:29][CH3:30])=[O:24])[CH:32]=1)[CH2:2][CH2:3][CH3:4]. (2) Given the reactants Cl[C:2]1[CH:15]=[CH:14][CH:13]2[CH:4]([C:5](=[O:18])[C:6]3[C:11]([C:12]2=[O:16])=[CH:10][C:9](Cl)=[CH:8][CH:7]=3)[CH:3]=1.[CH3:19][C:20]1([CH3:40])[C:32]2[CH:31]=[C:30]([NH:33][C:34]3[CH:39]=[CH:38][CH:37]=[CH:36][CH:35]=3)[CH:29]=[CH:28][C:27]=2[C:26]2[C:21]1=[CH:22][CH:23]=[CH:24][CH:25]=2.[CH3:41][C:42]([CH3:45])([O-])[CH3:43].[Na+].[C:56](P([C:56]([CH3:59])([CH3:58])[CH3:57])[C:56]([CH3:59])([CH3:58])[CH3:57])([CH3:59])([CH3:58])[CH3:57], predict the reaction product. The product is: [CH3:19][C:20]1([CH3:40])[C:32]2[CH:31]=[C:30]([N:33]([C:34]3[CH:39]=[CH:38][CH:37]=[CH:36][CH:35]=3)[C:2]3[CH:15]=[CH:14][CH:13]4[CH:4]([C:5](=[O:18])[C:6]5[C:11]([C:12]4=[O:16])=[CH:10][C:9]([N:33]([C:34]4[CH:35]=[CH:45][C:42]6[C:43]7[C:59](=[CH:22][CH:21]=[CH:20][CH:19]=7)[C:56]([CH3:57])([CH3:58])[C:41]=6[CH:39]=4)[C:30]4[CH:31]=[CH:32][CH:27]=[CH:28][CH:29]=4)=[CH:8][CH:7]=5)[CH:3]=3)[CH:29]=[CH:28][C:27]=2[C:26]2[C:21]1=[CH:22][CH:23]=[CH:24][CH:25]=2. (3) Given the reactants C(=O)([O-])[O-].[K+].[K+].[CH2:7]([O:9][C:10](=[O:29])[C:11]1[CH:16]=[CH:15][C:14]([N:17]2[C:21]3([CH2:26][CH2:25][CH2:24][CH2:23][CH2:22]3)[C:20](=[O:27])[NH:19][C:18]2=[O:28])=[CH:13][CH:12]=1)[CH3:8].Cl[CH2:31][C:32]([NH:34][C:35]1[C:40]([CH:41]([CH3:43])[CH3:42])=[CH:39][CH:38]=[CH:37][C:36]=1[CH:44]([CH3:46])[CH3:45])=[O:33].O, predict the reaction product. The product is: [CH2:7]([O:9][C:10](=[O:29])[C:11]1[CH:12]=[CH:13][C:14]([N:17]2[C:21]3([CH2:26][CH2:25][CH2:24][CH2:23][CH2:22]3)[C:20](=[O:27])[N:19]([CH2:31][C:32](=[O:33])[NH:34][C:35]3[C:36]([CH:44]([CH3:46])[CH3:45])=[CH:37][CH:38]=[CH:39][C:40]=3[CH:41]([CH3:43])[CH3:42])[C:18]2=[O:28])=[CH:15][CH:16]=1)[CH3:8]. (4) Given the reactants Br[C:2]1[CH:11]=[C:10]2[C:5]([C:6](=[O:26])[C:7]([C:15]([NH:17][CH2:18][C:19]([O:21][C:22]([CH3:25])([CH3:24])[CH3:23])=[O:20])=[O:16])=[C:8]([OH:14])[C:9]2([CH3:13])[CH3:12])=[CH:4][CH:3]=1.C1COCC1.C(N(C(C)C)C(C)C)C.[C:41]1([C:47]#[CH:48])[CH:46]=[CH:45][CH:44]=[CH:43][CH:42]=1, predict the reaction product. The product is: [OH:14][C:8]1[C:9]([CH3:12])([CH3:13])[C:10]2[C:5]([C:6](=[O:26])[C:7]=1[C:15]([NH:17][CH2:18][C:19]([O:21][C:22]([CH3:23])([CH3:25])[CH3:24])=[O:20])=[O:16])=[CH:4][CH:3]=[C:2]([C:48]#[C:47][C:41]1[CH:46]=[CH:45][CH:44]=[CH:43][CH:42]=1)[CH:11]=2. (5) Given the reactants [F:1][C:2]1[CH:16]=[CH:15][C:5]([O:6][C:7]2[CH:12]=[CH:11][C:10]([CH2:13][OH:14])=[CH:9][CH:8]=2)=[CH:4][C:3]=1[C:17]([F:20])([F:19])[F:18].Cl[C:22]1[CH:33]=[C:26]2[N:27]([CH3:32])[C@H:28]([CH3:31])[CH2:29][CH2:30][N:25]2[C:24](=[O:34])[N:23]=1, predict the reaction product. The product is: [F:1][C:2]1[CH:16]=[CH:15][C:5]([O:6][C:7]2[CH:12]=[CH:11][C:10]([CH2:13][O:14][C:22]3[CH:33]=[C:26]4[N:27]([CH3:32])[C@H:28]([CH3:31])[CH2:29][CH2:30][N:25]4[C:24](=[O:34])[N:23]=3)=[CH:9][CH:8]=2)=[CH:4][C:3]=1[C:17]([F:18])([F:19])[F:20].